Dataset: Forward reaction prediction with 1.9M reactions from USPTO patents (1976-2016). Task: Predict the product of the given reaction. (1) Given the reactants CN(C(ON1N=NC2C=CC=CC1=2)=[N+](C)C)C.[B-](F)(F)(F)F.CCN(C(C)C)C(C)C.C(O[C:37]([C@@H:39]1[CH2:43][CH2:42][CH2:41][N:40]1[S:44]([C:47]1[N:51]2[C@:52]([CH3:77])([CH2:64][C:65]3[CH:70]=[CH:69][C:68]([C:71]4[CH:72]=[N:73][CH:74]=[N:75][CH:76]=4)=[CH:67][CH:66]=3)[C:53](=[O:63])[N:54]([C:55]3[CH:60]=[C:59]([Cl:61])[CH:58]=[C:57]([Cl:62])[CH:56]=3)[C:50]2=[N:49][CH:48]=1)(=[O:46])=[O:45])=[O:38])(C)(C)C.[CH3:78][O:79][CH2:80][CH2:81][NH2:82].Cl, predict the reaction product. The product is: [CH3:78][O:79][CH2:80][CH2:81][NH:82][C:37]([C@@H:39]1[CH2:43][CH2:42][CH2:41][N:40]1[S:44]([C:47]1[N:51]2[C@:52]([CH3:77])([CH2:64][C:65]3[CH:70]=[CH:69][C:68]([C:71]4[CH:76]=[N:75][CH:74]=[N:73][CH:72]=4)=[CH:67][CH:66]=3)[C:53](=[O:63])[N:54]([C:55]3[CH:56]=[C:57]([Cl:62])[CH:58]=[C:59]([Cl:61])[CH:60]=3)[C:50]2=[N:49][CH:48]=1)(=[O:45])=[O:46])=[O:38]. (2) Given the reactants Br[C:2]1([CH:9]=[CH:8][CH:7]=[CH:6][CH2:5]1)[CH:3]=[O:4].C(=O)([O-])[O-].[Na+].[Na+].[N:16]1[CH:21]=[CH:20][CH:19]=[C:18](B(O)O)[CH:17]=1.C1(P(C2C=CC=CC=2)C2C=CC=CC=2)C=CC=CC=1, predict the reaction product. The product is: [N:16]1[CH:21]=[CH:20][CH:19]=[C:18]([C:5]2[CH:6]=[CH:7][CH:8]=[CH:9][C:2]=2[CH:3]=[O:4])[CH:17]=1. (3) Given the reactants Cl.CN(C)CCCN=C=NCC.[C:13]([OH:21])(=O)[CH2:14][CH2:15][CH2:16][CH2:17][CH2:18][CH3:19].[OH:22][C:23]1[CH:24]=[C:25]([CH:29]=[CH:30][CH:31]=1)[CH2:26][CH2:27][NH2:28].C(N(CC)CC)C, predict the reaction product. The product is: [OH:22][C:23]1[CH:24]=[C:25]([CH2:26][CH2:27][NH:28][C:13](=[O:21])[CH2:14][CH2:15][CH2:16][CH2:17][CH2:18][CH3:19])[CH:29]=[CH:30][CH:31]=1.